This data is from Catalyst prediction with 721,799 reactions and 888 catalyst types from USPTO. The task is: Predict which catalyst facilitates the given reaction. (1) Reactant: C(O)C.[OH-].[Na+].C([O:8][C:9]([CH:11]1[CH2:16][CH2:15][N:14]([C:17]2[N:26]=[C:25]([NH:27][CH2:28][C:29]3[CH:34]=[CH:33][C:32]4[O:35][CH2:36][O:37][C:31]=4[CH:30]=3)[C:24]3[C:19](=[CH:20][CH:21]=[C:22]([Cl:38])[CH:23]=3)[N:18]=2)[CH2:13][CH2:12]1)=[O:10])C. Product: [C:9]([CH:11]1[CH2:16][CH2:15][N:14]([C:17]2[N:26]=[C:25]([NH:27][CH2:28][C:29]3[CH:34]=[CH:33][C:32]4[O:35][CH2:36][O:37][C:31]=4[CH:30]=3)[C:24]3[C:19](=[CH:20][CH:21]=[C:22]([Cl:38])[CH:23]=3)[N:18]=2)[CH2:13][CH2:12]1)([OH:10])=[O:8]. The catalyst class is: 6. (2) Reactant: Br[C:2]1[CH:7]=[CH:6][C:5]([C:8]2[CH:13]=[CH:12][C:11]([Br:14])=[CH:10][CH:9]=2)=[CH:4][CH:3]=1.[NH:15]1[CH:19]=[CH:18][CH:17]=[N:16]1.C(=O)([O-])[O-].[Cs+].[Cs+]. Product: [Br:14][C:11]1[CH:12]=[CH:13][C:8]([C:5]2[CH:6]=[CH:7][C:2]([N:15]3[CH:19]=[CH:18][CH:17]=[N:16]3)=[CH:3][CH:4]=2)=[CH:9][CH:10]=1. The catalyst class is: 3. (3) Reactant: [NH2:1][C:2]1[C:3]([Cl:22])=[C:4]([CH:19]=[CH:20][CH:21]=1)[C:5]([NH:7][CH2:8][C:9]12[CH2:18][CH:13]3[CH2:14][CH:15]([CH2:17][CH:11]([CH2:12]3)[CH2:10]1)[CH2:16]2)=[O:6].[Cl:23][CH2:24][CH:25]=O.C([BH3-])#N.[Na+].Cl. Product: [Cl:22][C:3]1[C:2]([NH:1][CH2:25][CH2:24][Cl:23])=[CH:21][CH:20]=[CH:19][C:4]=1[C:5]([NH:7][CH2:8][C:9]12[CH2:18][CH:13]3[CH2:14][CH:15]([CH2:17][CH:11]([CH2:12]3)[CH2:10]1)[CH2:16]2)=[O:6]. The catalyst class is: 72. (4) Reactant: [NH2:1][C:2]1[CH:7]=[C:6]([Br:8])[CH:5]=[CH:4][C:3]=1[OH:9].C([O-])([O-])=O.[K+].[K+].Br[CH2:17][C:18](Br)=[O:19]. Product: [Br:8][C:6]1[CH:5]=[CH:4][C:3]2[O:9][CH2:17][C:18](=[O:19])[NH:1][C:2]=2[CH:7]=1. The catalyst class is: 10. (5) Reactant: [Br:1][C:2]1[N:6]([CH:7]([CH3:9])[CH3:8])[N:5]=[C:4]([OH:10])[C:3]=1[C:11]([O:13][CH2:14][CH3:15])=[O:12].C(=O)([O-])[O-].[K+].[K+].[CH2:22](Br)[C:23]1[CH:28]=[CH:27][CH:26]=[CH:25][CH:24]=1.Cl. Product: [CH2:22]([O:10][C:4]1[C:3]([C:11]([O:13][CH2:14][CH3:15])=[O:12])=[C:2]([Br:1])[N:6]([CH:7]([CH3:9])[CH3:8])[N:5]=1)[C:23]1[CH:28]=[CH:27][CH:26]=[CH:25][CH:24]=1. The catalyst class is: 9. (6) Reactant: [CH3:1][O:2][C:3]1[CH:8]=[CH:7][C:6]([CH2:9][C:10]([OH:12])=O)=[CH:5][CH:4]=1.C1(=O)O[C:16](=[O:17])[C:15]2=[CH:19][CH:20]=[CH:21][CH:22]=[C:14]12.C([O-])(=O)C.[Na+]. Product: [CH3:1][O:2][C:3]1[CH:4]=[CH:5][C:6](/[CH:9]=[C:10]2\[O:12][C:16](=[O:17])[C:15]3[CH:19]=[CH:20][CH:21]=[CH:22][C:14]\2=3)=[CH:7][CH:8]=1. The catalyst class is: 14. (7) Reactant: C[N:2]1[CH:6]2[CH2:7][C:8]([CH2:10][CH:3]1[CH2:4][CH2:5]2)=[O:9].[Cl:11]C(OC(Cl)=O)C.CO. Product: [ClH:11].[CH:3]12[NH:2][CH:6]([CH2:5][CH2:4]1)[CH2:7][C:8](=[O:9])[CH2:10]2. The catalyst class is: 26.